This data is from Reaction yield outcomes from USPTO patents with 853,638 reactions. The task is: Predict the reaction yield, written as a fraction of the theoretical maximum amount of product (1.0 means a 100% yield; for example, 0.34 means a 34% yield). (1) The reactants are O[C:2]1[CH:7]=[CH:6][CH:5]=[CH:4][C:3]=1[C:8](=[O:23])[CH2:9][C:10]([C:12]1[CH:17]=[CH:16][C:15]([O:18][CH3:19])=[CH:14][C:13]=1[N+:20]([O-:22])=[O:21])=[O:11]. The catalyst is Cl.C(O)(=O)C.O. The product is [CH3:19][O:18][C:15]1[CH:16]=[CH:17][C:12]([C:10]2[O:11][C:4]3[C:3]([C:8](=[O:23])[CH:9]=2)=[CH:2][CH:7]=[CH:6][CH:5]=3)=[C:13]([N+:20]([O-:22])=[O:21])[CH:14]=1. The yield is 0.700. (2) The yield is 0.710. The catalyst is [Na+].[Cl-]. The product is [CH2:16]([O:12][CH2:11][CH2:10][O:9][CH2:8][CH2:7][O:6][CH2:5][CH2:4][O:3][CH2:2][CH2:1][OH:13])[C:17]1[CH:22]=[CH:21][CH:20]=[CH:19][CH:18]=1. The reactants are [CH2:1]([OH:13])[CH2:2][O:3][CH2:4][CH2:5][O:6][CH2:7][CH2:8][O:9][CH2:10][CH2:11][OH:12].[OH-].[Na+].[CH2:16](Cl)[C:17]1[CH:22]=[CH:21][CH:20]=[CH:19][CH:18]=1. (3) The reactants are CC([O-])(C)C.[K+].CC(O)(C)C.[CH3:12][CH:13]([C:19](=[O:21])[CH3:20])[C:14]([O:16][CH2:17][CH3:18])=[O:15].[CH:22]1(I)[CH2:27][CH2:26][CH2:25][CH2:24][CH2:23]1. No catalyst specified. The product is [CH:22]1([C:13]([CH3:12])([C:19](=[O:21])[CH3:20])[C:14]([O:16][CH2:17][CH3:18])=[O:15])[CH2:27][CH2:26][CH2:25][CH2:24][CH2:23]1. The yield is 0.770. (4) The reactants are Cl[C:2]1[CH:7]=[CH:6][N:5]=[CH:4][C:3]=1[N+:8]([O-:10])=[O:9].[CH:11]1(B(O)O)[CH2:13][CH2:12]1.C1(C)C(C)=CC=CC=1.C(=O)([O-])[O-].[K+].[K+]. The catalyst is CCCCCC.C1C=CC([P]([Pd]([P](C2C=CC=CC=2)(C2C=CC=CC=2)C2C=CC=CC=2)([P](C2C=CC=CC=2)(C2C=CC=CC=2)C2C=CC=CC=2)[P](C2C=CC=CC=2)(C2C=CC=CC=2)C2C=CC=CC=2)(C2C=CC=CC=2)C2C=CC=CC=2)=CC=1.C(OCC)(=O)C. The product is [CH:11]1([C:2]2[CH:7]=[CH:6][N:5]=[CH:4][C:3]=2[N+:8]([O-:10])=[O:9])[CH2:13][CH2:12]1. The yield is 1.00.